This data is from Cav3 T-type calcium channel HTS with 100,875 compounds. The task is: Binary Classification. Given a drug SMILES string, predict its activity (active/inactive) in a high-throughput screening assay against a specified biological target. The molecule is O(C(=O)N1CCN(CC1)c1c(OC)cccc1)c1ccccc1. The result is 0 (inactive).